Dataset: Full USPTO retrosynthesis dataset with 1.9M reactions from patents (1976-2016). Task: Predict the reactants needed to synthesize the given product. (1) The reactants are: [CH:1]1([C:7]2[C:8]3[CH:9]=[CH:10][C:11]([C:32]([O:34][CH3:35])=[O:33])=[CH:12][C:13]=3[N:14]3[C:20]=2[C:19]2[CH:21]=[CH:22][CH:23]=[CH:24][C:18]=2[N:17]([CH2:25][C:26]([N:28]([CH3:30])[CH3:29])=O)[C:16](=O)[CH2:15]3)[CH2:6][CH2:5][CH2:4][CH2:3][CH2:2]1.S(C)C. Given the product [CH:1]1([C:7]2[C:8]3[CH:9]=[CH:10][C:11]([C:32]([O:34][CH3:35])=[O:33])=[CH:12][C:13]=3[N:14]3[C:20]=2[C:19]2[CH:21]=[CH:22][CH:23]=[CH:24][C:18]=2[N:17]([CH2:25][CH2:26][N:28]([CH3:30])[CH3:29])[CH2:16][CH2:15]3)[CH2:2][CH2:3][CH2:4][CH2:5][CH2:6]1, predict the reactants needed to synthesize it. (2) Given the product [NH2:1][C:2]1[C:7]2=[CH:8][CH:9]=[C:10]([CH:11]3[CH2:16][CH2:15][N:14]([C:17]([O:19][C:20]([CH3:23])([CH3:22])[CH3:21])=[O:18])[CH2:13][CH2:12]3)[N:6]2[N:5]=[CH:4][N:3]=1, predict the reactants needed to synthesize it. The reactants are: [NH2:1][C:2]1[C:7]2=[CH:8][CH:9]=[C:10]([C:11]3[CH2:12][CH2:13][N:14]([C:17]([O:19][C:20]([CH3:23])([CH3:22])[CH3:21])=[O:18])[CH2:15][CH:16]=3)[N:6]2[N:5]=[CH:4][N:3]=1. (3) Given the product [NH2:1][C:2]1[N:7]=[C:6]([C:8]2[CH:15]=[C:14]3[C:11]([C:12]([NH2:13])=[N:30][NH:31]3)=[C:10]([O:26][CH2:27][CH3:28])[CH:9]=2)[CH:5]=[C:4]([N:18]2[CH2:23][CH2:22][O:21][CH2:20][C@H:19]2[CH2:24][CH3:25])[N:3]=1, predict the reactants needed to synthesize it. The reactants are: [NH2:1][C:2]1[N:7]=[C:6]([C:8]2[CH:15]=[C:14](F)[C:11]([C:12]#[N:13])=[C:10](F)[CH:9]=2)[CH:5]=[C:4]([N:18]2[CH2:23][CH2:22][O:21][CH2:20][C@H:19]2[CH2:24][CH3:25])[N:3]=1.[O-:26][CH2:27][CH3:28].[Na+].[NH2:30][NH2:31].CCN(C(C)C)C(C)C. (4) Given the product [CH2:22]([O:21][C:4]1[CH:3]=[C:2]([C:28]#[C:27][C:25]([CH3:26])([OH:29])[CH3:24])[N:7]=[N:6][C:5]=1[CH2:8][N:9]1[CH:13]=[CH:12][N:11]=[C:10]1[C:14]1[CH:19]=[CH:18][CH:17]=[C:16]([F:20])[N:15]=1)[CH3:23], predict the reactants needed to synthesize it. The reactants are: Cl[C:2]1[N:7]=[N:6][C:5]([CH2:8][N:9]2[CH:13]=[CH:12][N:11]=[C:10]2[C:14]2[CH:19]=[CH:18][CH:17]=[C:16]([F:20])[N:15]=2)=[C:4]([O:21][CH2:22][CH3:23])[CH:3]=1.[CH3:24][C:25]([OH:29])([C:27]#[CH:28])[CH3:26]. (5) Given the product [CH3:1][C:2]1[CH:3]=[C:4]2[C:5](=[CH:11][CH:12]=1)[CH2:6][NH:8][CH2:9]2, predict the reactants needed to synthesize it. The reactants are: [CH3:1][C:2]1[CH:3]=[C:4]2[C:9](=O)[NH:8][C:6](=O)[C:5]2=[CH:11][CH:12]=1.CSC.B.